This data is from Catalyst prediction with 721,799 reactions and 888 catalyst types from USPTO. The task is: Predict which catalyst facilitates the given reaction. (1) Reactant: Cl[C:2]1[CH:3]=[CH:4][C:5]2[N:11]3[CH2:12][C@H:8]([CH2:9][CH2:10]3)[NH:7][C:6]=2[N:13]=1.[CH3:14][C:15]1[N:20]=[CH:19][C:18](B(O)O)=[CH:17][CH:16]=1.[O-]P([O-])([O-])=O.[K+].[K+].[K+].CC(C1C=C(C(C)C)C(C2C=CC=CC=2P(C2CCCCC2)C2CCCCC2)=C(C(C)C)C=1)C. Product: [CH3:14][C:15]1[N:20]=[CH:19][C:18]([C:2]2[CH:3]=[CH:4][C:5]3[N:11]4[CH2:12][C@H:8]([CH2:9][CH2:10]4)[NH:7][C:6]=3[N:13]=2)=[CH:17][CH:16]=1. The catalyst class is: 333. (2) Reactant: [CH:1](O)=[O:2].C(OC(=O)C)(=O)C.[CH:11]1([CH2:16][C@H:17]([CH2:21][NH:22][O:23][CH2:24][C:25]2[CH:30]=[CH:29][CH:28]=[CH:27][CH:26]=2)[C:18]([OH:20])=[O:19])[CH2:15][CH2:14][CH2:13][CH2:12]1. Product: [CH:11]1([CH2:16][C@H:17]([CH2:21][N:22]([CH:1]=[O:2])[O:23][CH2:24][C:25]2[CH:30]=[CH:29][CH:28]=[CH:27][CH:26]=2)[C:18]([OH:20])=[O:19])[CH2:12][CH2:13][CH2:14][CH2:15]1. The catalyst class is: 2.